From a dataset of Full USPTO retrosynthesis dataset with 1.9M reactions from patents (1976-2016). Predict the reactants needed to synthesize the given product. (1) The reactants are: [F:1][C:2]1[CH:7]=[CH:6][C:5]([O:8][CH3:9])=[CH:4][C:3]=1[C:10]1[N:11]=[CH:12][C:13]([CH2:21]O)=[N:14][C:15]=1[CH2:16][C:17]([CH3:20])([CH3:19])[CH3:18].S(Cl)([Cl:25])=O. Given the product [Cl:25][CH2:21][C:13]1[N:14]=[C:15]([CH2:16][C:17]([CH3:20])([CH3:19])[CH3:18])[C:10]([C:3]2[CH:4]=[C:5]([O:8][CH3:9])[CH:6]=[CH:7][C:2]=2[F:1])=[N:11][CH:12]=1, predict the reactants needed to synthesize it. (2) Given the product [CH3:1][O:2][C:3](=[O:26])[CH2:4][C@H:5]1[C:9]2[CH:10]=[CH:11][C:12]([O:14][C@H:15]3[C:23]4[C:18](=[C:19]([O:25][C:33]5[CH:32]=[C:31]6[C:36](=[CH:35][CH:34]=5)[N:28]([CH3:27])[N:29]=[CH:30]6)[CH:20]=[CH:21][C:22]=4[F:24])[CH2:17][CH2:16]3)=[CH:13][C:8]=2[O:7][CH2:6]1, predict the reactants needed to synthesize it. The reactants are: [CH3:1][O:2][C:3](=[O:26])[CH2:4][C@H:5]1[C:9]2[CH:10]=[CH:11][C:12]([O:14][C@H:15]3[C:23]4[C:18](=[C:19]([OH:25])[CH:20]=[CH:21][C:22]=4[F:24])[CH2:17][CH2:16]3)=[CH:13][C:8]=2[O:7][CH2:6]1.[CH3:27][N:28]1[C:36]2[C:31](=[CH:32][C:33](B(O)O)=[CH:34][CH:35]=2)[CH:30]=[N:29]1.